This data is from Forward reaction prediction with 1.9M reactions from USPTO patents (1976-2016). The task is: Predict the product of the given reaction. (1) Given the reactants [F:1][C:2]1[CH:3]=[C:4]([NH:8][C:9]2[N:18]=[CH:17][C:16]3[C:11](=[CH:12][C:13]([OH:24])=[C:14]([C:19]4[S:20][CH:21]=[CH:22][N:23]=4)[CH:15]=3)[N:10]=2)[CH:5]=[CH:6][CH:7]=1.C1([O:31][S:32]([C:35]([F:38])([F:37])[F:36])(=O)=[O:33])C=CC=CC=1.CCN(C(C)C)C(C)C, predict the reaction product. The product is: [F:36][C:35]([F:38])([F:37])[S:32]([O:24][C:13]1[CH:12]=[C:11]2[C:16]([CH:17]=[N:18][C:9]([NH:8][C:4]3[CH:5]=[CH:6][CH:7]=[C:2]([F:1])[CH:3]=3)=[N:10]2)=[CH:15][C:14]=1[C:19]1[S:20][CH:21]=[CH:22][N:23]=1)(=[O:33])=[O:31]. (2) Given the reactants Cl[C:2]1[N:7]=[C:6]([Cl:8])[C:5]([C:9]([O:11][CH3:12])=[O:10])=[C:4]([NH:13][C:14]2[CH:15]=[C:16]([CH3:20])[CH:17]=[CH:18][CH:19]=2)[N:3]=1.C(N(C(C)C)C(C)C)C.[CH2:30]([N:32]1[CH2:37][CH2:36][NH:35][CH2:34][CH2:33]1)[CH3:31].C([O-])(O)=O.[Na+], predict the reaction product. The product is: [Cl:8][C:6]1[C:5]([C:9]([O:11][CH3:12])=[O:10])=[C:4]([NH:13][C:14]2[CH:15]=[C:16]([CH3:20])[CH:17]=[CH:18][CH:19]=2)[N:3]=[C:2]([N:35]2[CH2:36][CH2:37][N:32]([CH2:30][CH3:31])[CH2:33][CH2:34]2)[N:7]=1.